From a dataset of Forward reaction prediction with 1.9M reactions from USPTO patents (1976-2016). Predict the product of the given reaction. (1) Given the reactants BrC1C(N2CCN(C(NC3C=CC=CC=3)=O)CC2)=C2N=C(C3C=CC(N(C)C)=CC=3)NC2=NC=1.[Br:35][C:36]1[C:37]([N:46]2[CH2:51][CH2:50][N:49]([CH2:52][C:53]3[CH:54]=[N:55][CH:56]=[CH:57][CH:58]=3)[CH2:48][CH2:47]2)=[C:38]([N+:43]([O-])=O)[C:39]([NH2:42])=[N:40][CH:41]=1.[O-]S(S([O-])=O)=O.[Na+].[Na+].[CH:67]([C:69]1[CH:70]=[C:71]([CH:81]=[CH:82][CH:83]=1)[CH2:72][NH:73][C:74](=[O:80])[O:75][C:76]([CH3:79])([CH3:78])[CH3:77])=O, predict the reaction product. The product is: [Br:35][C:36]1[C:37]([N:46]2[CH2:51][CH2:50][N:49]([CH2:52][C:53]3[CH:54]=[N:55][CH:56]=[CH:57][CH:58]=3)[CH2:48][CH2:47]2)=[C:38]2[N:43]=[C:67]([C:69]3[CH:70]=[C:71]([CH:81]=[CH:82][CH:83]=3)[CH2:72][NH:73][C:74](=[O:80])[O:75][C:76]([CH3:79])([CH3:77])[CH3:78])[NH:42][C:39]2=[N:40][CH:41]=1. (2) Given the reactants C1(C)C=CC=CC=1P(C1C=CC=CC=1C)C1C=CC=CC=1C.C([Zn]CC)C.CCCCCC.Br[C:35]1[CH:44]=[CH:43][CH:42]=[C:41]2[C:36]=1[CH:37]=[CH:38][C:39]([C:45]([OH:47])=[O:46])=[CH:40]2.[CH3:48][N:49]1CCCC1=O, predict the reaction product. The product is: [C:48]([C:35]1[CH:44]=[CH:43][CH:42]=[C:41]2[C:36]=1[CH:37]=[CH:38][C:39]([C:45]([OH:47])=[O:46])=[CH:40]2)#[N:49]. (3) Given the reactants Br[C:2]1[CH:7]=[CH:6][C:5](/[N:8]=[C:9](/[C:11]2[C:16]([F:17])=[CH:15][CH:14]=[CH:13][C:12]=2[F:18])\[CH3:10])=[CH:4][CH:3]=1.[CH3:19][S:20]([C:23]1[CH:28]=[CH:27][C:26](B(O)O)=[C:25]([C:32]([F:35])([F:34])[F:33])[CH:24]=1)(=[O:22])=[O:21], predict the reaction product. The product is: [F:18][C:12]1[CH:13]=[CH:14][CH:15]=[C:16]([F:17])[C:11]=1[C:9]1[NH:8][C:5]2[C:6]([CH:10]=1)=[CH:7][C:2]([C:26]1[CH:27]=[CH:28][C:23]([S:20]([CH3:19])(=[O:21])=[O:22])=[CH:24][C:25]=1[C:32]([F:33])([F:35])[F:34])=[CH:3][CH:4]=2. (4) Given the reactants [F:1][C:2]([F:26])([F:25])[C:3]1[CH:4]=[CH:5][C:6]([O:9][C@H:10]2[C@@H:15]3[CH2:16][CH2:17][C@@H:12]([CH2:13][N:14]3C(OC(C)(C)C)=O)[CH2:11]2)=[N:7][CH:8]=1.Cl, predict the reaction product. The product is: [F:26][C:2]([F:1])([F:25])[C:3]1[CH:4]=[CH:5][C:6]([O:9][C@H:10]2[C@@H:15]3[CH2:16][CH2:17][C@@H:12]([CH2:13][NH:14]3)[CH2:11]2)=[N:7][CH:8]=1.